Task: Predict the reactants needed to synthesize the given product.. Dataset: Full USPTO retrosynthesis dataset with 1.9M reactions from patents (1976-2016) (1) Given the product [CH3:1][N:2]([CH3:36])[CH2:3][CH2:4][NH:5][C:6]([NH:8][C:9]1[CH:10]=[CH:11][C:12]([C:15]2[N:16]=[C:17]([N:30]3[CH2:35][CH2:34][O:33][CH2:32][CH2:31]3)[C:18]3[N:23]=[N:22][N:21]([CH:24]4[CH2:29][CH2:28][N:27]([CH2:43][C:41]5[S:42][C:38]([CH3:37])=[CH:39][CH:40]=5)[CH2:26][CH2:25]4)[C:19]=3[N:20]=2)=[CH:13][CH:14]=1)=[O:7], predict the reactants needed to synthesize it. The reactants are: [CH3:1][N:2]([CH3:36])[CH2:3][CH2:4][NH:5][C:6]([NH:8][C:9]1[CH:14]=[CH:13][C:12]([C:15]2[N:16]=[C:17]([N:30]3[CH2:35][CH2:34][O:33][CH2:32][CH2:31]3)[C:18]3[N:23]=[N:22][N:21]([CH:24]4[CH2:29][CH2:28][NH:27][CH2:26][CH2:25]4)[C:19]=3[N:20]=2)=[CH:11][CH:10]=1)=[O:7].[CH3:37][C:38]1[S:42][C:41]([CH:43]=O)=[CH:40][CH:39]=1.[BH-](OC(C)=O)(OC(C)=O)OC(C)=O.[Na+].CC(O)=O. (2) Given the product [C:12]([C:10]1[CH:11]=[C:7]([NH:6][C:5]([NH:57][C@@H:50]2[C:51]3[C:56](=[CH:55][CH:54]=[CH:53][CH:52]=3)[C@H:47]([O:46][C:43]3[CH:44]=[CH:45][C:40]4[N:41]([C:37]([N:32]5[CH2:33][CH2:34][CH2:35][CH2:36][C@@H:31]5[CH3:30])=[N:38][N:39]=4)[CH:42]=3)[CH2:48][CH2:49]2)=[O:27])[N:8]([C:16]2[CH:21]=[CH:20][CH:19]=[C:18]([O:22][C@@H:23]([CH3:26])[CH2:24][OH:25])[CH:17]=2)[N:9]=1)([CH3:15])([CH3:13])[CH3:14], predict the reactants needed to synthesize it. The reactants are: ClC(Cl)(Cl)CO[C:5](=[O:27])[NH:6][C:7]1[N:8]([C:16]2[CH:21]=[CH:20][CH:19]=[C:18]([O:22][C@@H:23]([CH3:26])[CH2:24][OH:25])[CH:17]=2)[N:9]=[C:10]([C:12]([CH3:15])([CH3:14])[CH3:13])[CH:11]=1.[CH3:30][C@H:31]1[CH2:36][CH2:35][CH2:34][CH2:33][N:32]1[C:37]1[N:41]2[CH:42]=[C:43]([O:46][C@H:47]3[C:56]4[C:51](=[CH:52][CH:53]=[CH:54][CH:55]=4)[C@@H:50]([NH2:57])[CH2:49][CH2:48]3)[CH:44]=[CH:45][C:40]2=[N:39][N:38]=1.CCN(C(C)C)C(C)C. (3) Given the product [Cl:26][C:22]1[C:23]([Cl:25])=[CH:24][C:19]([NH:18][C:11]2[C:10]3[C:15](=[CH:16][CH:17]=[C:8]([NH:7][C:4](=[O:5])[CH2:3][O:2][CH3:1])[CH:9]=3)[N:14]=[CH:13][N:12]=2)=[C:20]([F:27])[CH:21]=1, predict the reactants needed to synthesize it. The reactants are: [CH3:1][O:2][CH2:3][C:4](Cl)=[O:5].[NH2:7][C:8]1[CH:9]=[C:10]2[C:15](=[CH:16][CH:17]=1)[N:14]=[CH:13][N:12]=[C:11]2[NH:18][C:19]1[CH:24]=[C:23]([Cl:25])[C:22]([Cl:26])=[CH:21][C:20]=1[F:27].C(N(CC)CC)C.C([O-])(O)=O.[Na+]. (4) The reactants are: [CH:1]1([NH:7][C:8]([NH:10][C:11]2[N:12]=[C:13]3[C:19]([C:20]([CH3:22])=[CH2:21])=[CH:18][N:17]([CH2:23][O:24][CH2:25][CH2:26][Si:27]([CH3:30])([CH3:29])[CH3:28])[C:14]3=[N:15][CH:16]=2)=[O:9])[CH2:6][CH2:5][CH2:4][CH2:3][CH2:2]1. Given the product [CH:1]1([NH:7][C:8]([NH:10][C:11]2[N:12]=[C:13]3[C:19]([CH:20]([CH3:21])[CH3:22])=[CH:18][N:17]([CH2:23][O:24][CH2:25][CH2:26][Si:27]([CH3:30])([CH3:29])[CH3:28])[C:14]3=[N:15][CH:16]=2)=[O:9])[CH2:6][CH2:5][CH2:4][CH2:3][CH2:2]1, predict the reactants needed to synthesize it. (5) The reactants are: Cl[C:2]1[C:3]2[N:11]=[N:10][N:9]([CH2:12][C:13]3[CH:18]=[CH:17][CH:16]=[C:15]([C:19]([OH:22])([CH3:21])[CH3:20])[N:14]=3)[C:4]=2[N:5]=[C:6]([NH2:8])[N:7]=1.[CH3:23][C:24]1[N:25]=[CH:26][S:27][CH:28]=1. Given the product [CH3:23][C:24]1[N:25]=[C:26]([C:2]2[C:3]3[N:11]=[N:10][N:9]([CH2:12][C:13]4[CH:18]=[CH:17][CH:16]=[C:15]([C:19]([OH:22])([CH3:21])[CH3:20])[N:14]=4)[C:4]=3[N:5]=[C:6]([NH2:8])[N:7]=2)[S:27][CH:28]=1, predict the reactants needed to synthesize it. (6) Given the product [CH3:31][N:32]1[CH2:37][CH2:36][N:35]([CH2:1][C:3]2[CH:4]=[CH:5][C:6]([N+:28]([O-:30])=[O:29])=[C:7]([NH:9][C:10]3[S:11][C:12]([C:25]([NH2:27])=[O:26])=[C:13]([C:15]4[CH:20]=[CH:19][C:18]([C:21]([F:23])([F:22])[F:24])=[CH:17][CH:16]=4)[N:14]=3)[CH:8]=2)[CH2:34][CH2:33]1, predict the reactants needed to synthesize it. The reactants are: [CH:1]([C:3]1[CH:4]=[CH:5][C:6]([N+:28]([O-:30])=[O:29])=[C:7]([NH:9][C:10]2[S:11][C:12]([C:25]([NH2:27])=[O:26])=[C:13]([C:15]3[CH:20]=[CH:19][C:18]([C:21]([F:24])([F:23])[F:22])=[CH:17][CH:16]=3)[N:14]=2)[CH:8]=1)=O.[CH3:31][N:32]1[CH2:37][CH2:36][NH:35][CH2:34][CH2:33]1.C(O[BH-](OC(=O)C)OC(=O)C)(=O)C.[Na+].[Cl-].[NH4+].C(=O)(O)[O-].[Na+]. (7) Given the product [CH:1]([C:9]1[CH:10]=[CH:11][C:12]2[N:16]=[CH:15][NH:14][C:13]=2[CH:23]=1)=[CH:2][C:3]1[CH:4]=[CH:5][CH:6]=[CH:7][CH:8]=1, predict the reactants needed to synthesize it. The reactants are: [CH:1]([C:9]1[CH:10]=[CH:11][C:12]2[N:16]=[CH:15][N:14](S(=O)(=O)N(C)C)[C:13]=2[CH:23]=1)=[CH:2][C:3]1[CH:8]=[CH:7][CH:6]=[CH:5][CH:4]=1.Cl.[OH-].[K+].